Dataset: NCI-60 drug combinations with 297,098 pairs across 59 cell lines. Task: Regression. Given two drug SMILES strings and cell line genomic features, predict the synergy score measuring deviation from expected non-interaction effect. (1) Drug 1: CC1OCC2C(O1)C(C(C(O2)OC3C4COC(=O)C4C(C5=CC6=C(C=C35)OCO6)C7=CC(=C(C(=C7)OC)O)OC)O)O. Drug 2: C(CN)CNCCSP(=O)(O)O. Cell line: HT29. Synergy scores: CSS=21.9, Synergy_ZIP=-3.09, Synergy_Bliss=-4.61, Synergy_Loewe=-56.2, Synergy_HSA=-3.18. (2) Drug 1: CNC(=O)C1=CC=CC=C1SC2=CC3=C(C=C2)C(=NN3)C=CC4=CC=CC=N4. Drug 2: C1=NC2=C(N=C(N=C2N1C3C(C(C(O3)CO)O)O)F)N. Cell line: NCI-H226. Synergy scores: CSS=-0.988, Synergy_ZIP=1.08, Synergy_Bliss=-0.269, Synergy_Loewe=-7.86, Synergy_HSA=-3.89.